From a dataset of Experimentally validated miRNA-target interactions with 360,000+ pairs, plus equal number of negative samples. Binary Classification. Given a miRNA mature sequence and a target amino acid sequence, predict their likelihood of interaction. (1) The miRNA is hsa-miR-5587-5p with sequence AUGGUCACCUCCGGGACU. Result: 0 (no interaction). The protein sequence of the target gene is MPPKFDPNEVKVVYLRCTGGEVGATSALAPKIGPLGLSPKKVGDDIAKATGDWKGLRITVKLTIQNRQAQIEVVPSASALIIKALKEPPRDRKKQKNIKHSGNITFDEIVNIARQMRHRSLARELSGTIKEILGTAQSVGCNVDGRHPHDIIDDINSGAVECPAS. (2) The miRNA is mmu-miR-669j with sequence UGCAUAUACUCACAUGCAAACA. The protein sequence of the target gene is MAAAGGGAAAAAGRAYSFKVVLLGEGCVGKTSLVLRYCENKFNDKHITTLQASFLTKKLNIGGKRVNLAIWDTAGQERFHALGPIYYRDSNGAILVYDVTDEDSFQKVKNWVKELRKMLGNEICLCIVGNKIDLEKERHVSIQEAESYAESVGAKHYHTSAKQNKGIEELFLDLCKRMIETAQVDERAKGNGSSQAGAARRGVQIIDDEPQAQSSGGCCSSG. Result: 0 (no interaction). (3) The miRNA is hsa-miR-7162-3p with sequence UCUGAGGUGGAACAGCAGC. The protein sequence of the target gene is MVSESHHEALAAPPVTTVATVLPSNATEPASPGEGKEDAFSKLKEKFMNELHKIPLPPWALIAIAIVAVLLVLTCCFCICKKCLFKKKNKKKGKEKGGKNAINMKDVKDLGKTMKDQALKDDDAETGLTDGEEKEEPKEEEKLGKLQYSLDYDFQNNQLLVGIIQAAELPALDMGGTSDPYVKVFLLPDKKKKFETKVHRKTLNPVFNEQFTFKVPYSELGGKTLVMAVYDFDRFSKHDIIGEFKVPMNTVDFGHVTEEWRDLQSAEKEEQEKLGDICFSLRYVPTAGKLTVVILEAKNL.... Result: 1 (interaction). (4) The miRNA is rno-miR-652-3p with sequence AAUGGCGCCACUAGGGUUGUG. The protein sequence of the target gene is MDSLLMNRRKFLYQFKNVRWAKGRRETYLCYVVKRRDSATSFSLDFGYLRNKNGCHVELLFLRYISDWDLDPGRCYRVTWFTSWSPCYDCARHVADFLRGNPNLSLRIFTARLYFCEDRKAEPEGLRRLHRAGVQIAIMTFKDYFYCWNTFVENHERTFKAWEGLHENSVRLSRQLRRILLPLYEVDDLRDAFRTLGL. Result: 0 (no interaction). (5) The miRNA is hsa-miR-548ay-5p with sequence AAAAGUAAUUGUGGUUUUUGC. The protein sequence of the target gene is MAQNLKDLAGRLPAGPRGMGTALKLLLGAGAVAYGVRESVFTVEGGHRAIFFNRIGGVQQDTILAEGLHFRIPWFQYPIIYDIRARPRKISSPTGSKDLQMVNISLRVLSRPNAQELPSMYQRLGLDYEERVLPSIVNEVLKSVVAKFNASQLITQRAQVSLLIRRELTERAKDFSLILDDVAITELSFSREYTAAVEAKQVAQQEAQRAQFLVEKAKQEQRQKIVQAEGEAEAAKMLGEALSKNPGYIKLRKIRAAQNISKTIATSQNRIYLTADNLVLNLQDESFTRGSDSLIKGKK. Result: 1 (interaction). (6) The miRNA is hsa-miR-3926 with sequence UGGCCAAAAAGCAGGCAGAGA. The protein sequence of the target gene is MAHRKLESVGSGMLDHRVRPGPVPHSQEPESEDMELPLEGYVPEGLELAALRPESPAPEEQECHNHSPDGDSSSDYVNNTSEEEDYDEGLPEEEEGITYYIRYCPEDDSYLEGMDCNGEEYLAHSAHPVDTDECQEAVEEWTDSAGPHPHGHEAEGSQDYPDGQLPIPEDEPSVLEAHDQEEDGHYCASKEGYQDYYPEEANGNTGASPYRLRRGDGDLEDQEEDIDQIVAEIKMSLSMTSITSASEASPEHGPEPGPEDSVEACPPIKASCSPSRHEARPKSLNLLPEAKHPGDPQRGF.... Result: 0 (no interaction). (7) The miRNA is hsa-miR-1295a with sequence UUAGGCCGCAGAUCUGGGUGA. The protein sequence of the target gene is MAAFRDMVEVSNWLLSLLGANRAEAQQRRLLGSYEQMMERLLEMQDGAYRQLRETLAVEEEVAQSLLELKECTRQGDTELQQLEVELQRTSKEDTCVQARLRQLITELQELREMEEELQRQERDVDEDNTVTIPSAVYVAHLYHQISKIQWDYECEPGMIKGIHHGPTVAQPIHLDSAQLSPKFISDYLWSLVDTTWEPEP. Result: 0 (no interaction).